Task: Predict the reactants needed to synthesize the given product.. Dataset: Full USPTO retrosynthesis dataset with 1.9M reactions from patents (1976-2016) (1) Given the product [CH2:1]([N:4]1[C:12]2[C:7](=[CH:8][CH:9]=[C:10]([N:36]3[CH2:40][CH2:39][CH2:38][CH2:37]3)[CH:11]=2)[C:6]([C:14]([C:20]2[CH:21]=[C:22]3[C:26](=[CH:27][CH:28]=2)[N:25]([C:29]2[CH:34]=[CH:33][C:32]([F:35])=[CH:31][CH:30]=2)[N:24]=[CH:23]3)([OH:19])[C:15]([F:18])([F:17])[F:16])=[CH:5]1)[CH:2]=[CH2:3], predict the reactants needed to synthesize it. The reactants are: [CH2:1]([N:4]1[C:12]2[C:7](=[CH:8][CH:9]=[C:10](Br)[CH:11]=2)[C:6]([C:14]([C:20]2[CH:21]=[C:22]3[C:26](=[CH:27][CH:28]=2)[N:25]([C:29]2[CH:34]=[CH:33][C:32]([F:35])=[CH:31][CH:30]=2)[N:24]=[CH:23]3)([OH:19])[C:15]([F:18])([F:17])[F:16])=[CH:5]1)[CH:2]=[CH2:3].[NH:36]1[CH2:40][CH2:39][CH2:38][CH2:37]1.CC(C)([O-])C.[Na+]. (2) Given the product [O:31]=[S:29]1(=[O:32])[CH2:30][C:26]2[CH:25]=[C:24]([C:2]3[CH:3]=[N:4][C:5]([O:14][CH3:15])=[C:6]4[C:11]=3[N:10]=[C:9]([C:12]#[N:13])[CH:8]=[CH:7]4)[CH:34]=[CH:33][C:27]=2[NH:28]1, predict the reactants needed to synthesize it. The reactants are: Br[C:2]1[CH:3]=[N:4][C:5]([O:14][CH3:15])=[C:6]2[C:11]=1[N:10]=[C:9]([C:12]#[N:13])[CH:8]=[CH:7]2.CC1(C)C(C)(C)OB([C:24]2[CH:34]=[CH:33][C:27]3[NH:28][S:29](=[O:32])(=[O:31])[CH2:30][C:26]=3[CH:25]=2)O1.C(Cl)Cl.C(=O)([O-])[O-].[Na+].[Na+].O. (3) Given the product [O:5]1[CH2:6][CH2:7][O:8][CH:4]1[CH2:3][CH2:2][N:21]1[CH2:22][CH2:23][C@@H:18]([CH2:17][NH:16][CH2:15][C:9]2[CH:14]=[CH:13][CH:12]=[CH:11][CH:10]=2)[C@H:19]([OH:24])[CH2:20]1, predict the reactants needed to synthesize it. The reactants are: Br[CH2:2][CH2:3][CH:4]1[O:8][CH2:7][CH2:6][O:5]1.[C:9]1([CH2:15][NH:16][CH2:17][C@@H:18]2[CH2:23][CH2:22][NH:21][CH2:20][C@H:19]2[OH:24])[CH:14]=[CH:13][CH:12]=[CH:11][CH:10]=1.C([O-])([O-])=O.[Na+].[Na+]. (4) Given the product [Si:18]([O:1][C:2]1[CH:11]=[CH:10][C:5]2[N:6]([CH3:13])[C:7](=[O:9])[O:8][C:4]=2[CH:3]=1)([C:21]([CH3:24])([CH3:23])[CH3:22])([CH3:20])[CH3:19], predict the reactants needed to synthesize it. The reactants are: [OH:1][C:2]1[CH:11]=[CH:10][C:5]2[NH:6][C:7](=[O:9])[O:8][C:4]=2[CH:3]=1.N1C=CN=[CH:13]1.Cl[Si:18]([C:21]([CH3:24])([CH3:23])[CH3:22])([CH3:20])[CH3:19].[H-].[Na+].IC. (5) Given the product [Cl:1][C:2]1[N:3]=[C:4]([CH2:9][NH:13][C:14]2[N:15]=[CH:16][S:17][C:18]=2[C:19]([NH:21][C:22]2[CH:32]=[CH:31][C:25]3[O:26][C:27]([F:30])([F:29])[O:28][C:24]=3[CH:23]=2)=[O:20])[CH:5]=[C:6]([Cl:8])[N:7]=1, predict the reactants needed to synthesize it. The reactants are: [Cl:1][C:2]1[N:7]=[C:6]([Cl:8])[CH:5]=[C:4]([CH2:9]Cl)[N:3]=1.[I-].[Na+].[NH2:13][C:14]1[N:15]=[CH:16][S:17][C:18]=1[C:19]([NH:21][C:22]1[CH:32]=[CH:31][C:25]2[O:26][C:27]([F:30])([F:29])[O:28][C:24]=2[CH:23]=1)=[O:20].S1C=CN=C1. (6) Given the product [C:1]([C:3]1[CH:4]=[CH:5][C:6]([CH:9]2[CH2:10][CH2:11][N:12]([C:15]([C:17]3[CH:18]=[CH:19][C:20]([CH3:41])=[C:21]([NH:23][C:24]([NH:26][C@@H:27]([CH2:35][CH2:36][S:37]([CH3:40])(=[O:38])=[O:39])[C:28]([OH:30])=[O:29])=[O:25])[CH:22]=3)=[O:16])[CH2:13][CH2:14]2)=[CH:7][CH:8]=1)#[N:2], predict the reactants needed to synthesize it. The reactants are: [C:1]([C:3]1[CH:8]=[CH:7][C:6]([CH:9]2[CH2:14][CH2:13][N:12]([C:15]([C:17]3[CH:18]=[CH:19][C:20]([CH3:41])=[C:21]([NH:23][C:24]([NH:26][C@@H:27]([CH2:35][CH2:36][S:37]([CH3:40])(=[O:39])=[O:38])[C:28]([O:30]C(C)(C)C)=[O:29])=[O:25])[CH:22]=3)=[O:16])[CH2:11][CH2:10]2)=[CH:5][CH:4]=1)#[N:2].[OH-].[Na+]. (7) Given the product [NH2:15][CH2:14][C:13]1[CH:16]=[CH:17][C:10]([NH:4][C:3]2[CH:5]=[CH:6][CH:7]=[CH:8][C:2]=2[Cl:1])=[CH:11][CH:12]=1, predict the reactants needed to synthesize it. The reactants are: [Cl:1][C:2]1[CH:8]=[CH:7][CH:6]=[CH:5][C:3]=1[NH2:4].F[C:10]1[CH:17]=[CH:16][C:13]([C:14]#[N:15])=[CH:12][CH:11]=1. (8) The reactants are: [Br:1][C:2]1[CH:7]=[CH:6][N:5]=[C:4]2[N:8]([S:12]([C:15]3[CH:20]=[CH:19][CH:18]=[CH:17][CH:16]=3)(=[O:14])=[O:13])[C:9](I)=[CH:10][C:3]=12.CC1(C)C(C)(C)OB([C:29]2[CH2:30][CH2:31][N:32]([C:35]([O:37][C:38]([CH3:41])([CH3:40])[CH3:39])=[O:36])[CH2:33][CH:34]=2)O1. Given the product [Br:1][C:2]1[CH:7]=[CH:6][N:5]=[C:4]2[N:8]([S:12]([C:15]3[CH:20]=[CH:19][CH:18]=[CH:17][CH:16]=3)(=[O:14])=[O:13])[C:9]([C:29]3[CH2:34][CH2:33][N:32]([C:35]([O:37][C:38]([CH3:41])([CH3:40])[CH3:39])=[O:36])[CH2:31][CH:30]=3)=[CH:10][C:3]=12, predict the reactants needed to synthesize it. (9) Given the product [CH3:28][C:18]1([CH3:29])[CH:17]([N:13]2[C:12]([C:10]3[O:1][N:2]=[C:3]([CH3:4])[N:5]=3)=[CH:16][N:15]=[CH:14]2)[C:26]2[C:21](=[CH:22][CH:23]=[CH:24][CH:25]=2)[NH:20][C:19]1=[O:27], predict the reactants needed to synthesize it. The reactants are: [OH:1][NH:2][C:3](=[NH:5])[CH3:4].[H-].[Na+].CO[C:10]([C:12]1[N:13]([CH:17]2[C:26]3[C:21](=[CH:22][CH:23]=[CH:24][CH:25]=3)[NH:20][C:19](=[O:27])[C:18]2([CH3:29])[CH3:28])[CH:14]=[N:15][CH:16]=1)=O. (10) Given the product [F:49][C:48]1[C:43]([CH2:42][O:41][C:40]2[C:35]3[N:36]([C:32]([C:11]4[CH:12]=[N:8][NH:9][CH:10]=4)=[C:33]([CH3:51])[N:34]=3)[CH:37]=[C:38]([CH3:50])[CH:39]=2)=[N:44][CH:45]=[CH:46][CH:47]=1, predict the reactants needed to synthesize it. The reactants are: C(OC([N:8]1[CH:12]=[C:11](B(O)O)[CH:10]=[N:9]1)=O)(C)(C)C.P([O-])([O-])([O-])=O.[K+].[K+].[K+].FC(F)(F)C(O)=O.Br[C:32]1[N:36]2[CH:37]=[C:38]([CH3:50])[CH:39]=[C:40]([O:41][CH2:42][C:43]3[C:48]([F:49])=[CH:47][CH:46]=[CH:45][N:44]=3)[C:35]2=[N:34][C:33]=1[CH3:51].